Dataset: Forward reaction prediction with 1.9M reactions from USPTO patents (1976-2016). Task: Predict the product of the given reaction. (1) Given the reactants [Cl:1][C:2]1[CH:7]=[CH:6][CH:5]=[CH:4][C:3]=1[NH:8][C:9]1[N:14]2[N:15]=[CH:16][C:17]([S:18]([NH2:21])(=[O:20])=[O:19])=[C:13]2[N:12]=[CH:11][C:10]=1[C:22]([N:24]1[CH2:29][CH2:28][CH:27]([C:30]2[CH:35]=[CH:34][CH:33]=[CH:32][CH:31]=2)[CH2:26][CH2:25]1)=[O:23].N1C=CC=CC=1.Cl[C:43]([O:45][CH3:46])=[O:44].Cl, predict the reaction product. The product is: [Cl:1][C:2]1[CH:7]=[CH:6][CH:5]=[CH:4][C:3]=1[NH:8][C:9]1[N:14]2[N:15]=[CH:16][C:17]([S:18]([NH:21][C:43](=[O:44])[O:45][CH3:46])(=[O:19])=[O:20])=[C:13]2[N:12]=[CH:11][C:10]=1[C:22]([N:24]1[CH2:25][CH2:26][CH:27]([C:30]2[CH:35]=[CH:34][CH:33]=[CH:32][CH:31]=2)[CH2:28][CH2:29]1)=[O:23]. (2) Given the reactants [NH2:1][CH2:2][CH2:3][O:4][C:5]1[CH:10]=[CH:9][C:8]([C:11]2([OH:24])[CH2:16][CH2:15][CH2:14][CH2:13][CH:12]2[NH:17][S:18]([CH:21]([CH3:23])[CH3:22])(=[O:20])=[O:19])=[CH:7][CH:6]=1.C1CCN2C(=NCCC2)CC1, predict the reaction product. The product is: [OH:24][C:11]1([C:8]2[CH:9]=[CH:10][C:5]([O:4][CH2:3][CH2:2][NH:1][S:18]([CH3:21])(=[O:20])=[O:19])=[CH:6][CH:7]=2)[CH2:16][CH2:15][CH2:14][CH2:13][CH:12]1[NH:17][S:18]([CH:21]([CH3:22])[CH3:23])(=[O:20])=[O:19]. (3) Given the reactants Br[C:2]1[CH:10]=[CH:9][C:8]2[C:4](=[C:5]([CH3:12])[N:6]([CH3:11])[N:7]=2)[CH:3]=1.[CH2:13]([O:20][C:21]1[CH:26]=[CH:25][NH:24][C:23](=[O:27])[CH:22]=1)[C:14]1[CH:19]=[CH:18][CH:17]=[CH:16][CH:15]=1.C(=O)([O-])[O-].[K+].[K+].CNCCNC.N, predict the reaction product. The product is: [CH2:13]([O:20][C:21]1[CH:26]=[CH:25][N:24]([C:2]2[CH:10]=[CH:9][C:8]3[C:4](=[C:5]([CH3:12])[N:6]([CH3:11])[N:7]=3)[CH:3]=2)[C:23](=[O:27])[CH:22]=1)[C:14]1[CH:15]=[CH:16][CH:17]=[CH:18][CH:19]=1. (4) Given the reactants [C:1]([O:5][C:6](=[O:18])[NH:7][C@@H:8]([C:10]1[CH:15]=[CH:14][C:13](Br)=[CH:12][C:11]=1[F:17])[CH3:9])([CH3:4])([CH3:3])[CH3:2].[B:19]1([B:19]2[O:23][C:22]([CH3:25])([CH3:24])[C:21]([CH3:27])([CH3:26])[O:20]2)[O:23][C:22]([CH3:25])([CH3:24])[C:21]([CH3:27])([CH3:26])[O:20]1.C(Cl)Cl.C([O-])(=O)C.[K+], predict the reaction product. The product is: [C:1]([O:5][C:6](=[O:18])[NH:7][C@@H:8]([C:10]1[CH:15]=[CH:14][C:13]([B:19]2[O:23][C:22]([CH3:25])([CH3:24])[C:21]([CH3:27])([CH3:26])[O:20]2)=[CH:12][C:11]=1[F:17])[CH3:9])([CH3:4])([CH3:3])[CH3:2]. (5) Given the reactants [CH3:1][O:2][C:3]1[CH:17]=[C:16]([C:18]([F:21])([F:20])[F:19])[CH:15]=[C:14]([S:22][CH3:23])[C:4]=1[C:5]([NH:7][CH:8]1[CH2:12][CH2:11][CH2:10][C:9]1=O)=[O:6].[CH3:24][NH:25][CH3:26], predict the reaction product. The product is: [CH3:24][N:25]([CH3:26])[CH:9]1[CH2:10][CH2:11][CH2:12][CH:8]1[NH:7][C:5](=[O:6])[C:4]1[C:14]([S:22][CH3:23])=[CH:15][C:16]([C:18]([F:21])([F:20])[F:19])=[CH:17][C:3]=1[O:2][CH3:1]. (6) Given the reactants [CH3:1][O:2][C:3]1[CH:4]=[C:5]([C:11](=O)[CH2:12][N:13]2[CH2:17][CH2:16][CH2:15][CH:14]2[C:18]2[CH:23]=[CH:22][CH:21]=[C:20]([O:24][CH2:25][CH2:26][CH2:27][N:28]3[CH2:33][CH2:32][CH2:31][CH2:30][CH2:29]3)[CH:19]=2)[CH:6]=[C:7]([O:9][CH3:10])[CH:8]=1.N, predict the reaction product. The product is: [CH3:10][O:9][C:7]1[CH:6]=[C:5]([C@H:11]2[C:23]3[C:18](=[CH:19][C:20]([O:24][CH2:25][CH2:26][CH2:27][N:28]4[CH2:33][CH2:32][CH2:31][CH2:30][CH2:29]4)=[CH:21][CH:22]=3)[C@@H:14]3[CH2:15][CH2:16][CH2:17][N:13]3[CH2:12]2)[CH:4]=[C:3]([O:2][CH3:1])[CH:8]=1. (7) Given the reactants [F:1][C:2]1[CH:3]=[C:4]([CH:8]=[CH:9][C:10]=1[C:11]1[S:12][C:13]2[C:18]([N:19]=1)=[CH:17][CH:16]=[C:15]([C:20]1([C:23]3[CH:28]=[CH:27][CH:26]=[CH:25][CH:24]=3)[CH2:22][CH2:21]1)[N:14]=2)[C:5](O)=[O:6].Cl.[CH2:30]([O:32][C:33](=[O:37])[CH2:34][CH2:35][NH2:36])[CH3:31], predict the reaction product. The product is: [F:1][C:2]1[CH:3]=[C:4]([CH:8]=[CH:9][C:10]=1[C:11]1[S:12][C:13]2[C:18]([N:19]=1)=[CH:17][CH:16]=[C:15]([C:20]1([C:23]3[CH:24]=[CH:25][CH:26]=[CH:27][CH:28]=3)[CH2:21][CH2:22]1)[N:14]=2)[C:5]([NH:36][CH2:35][CH2:34][C:33]([O:32][CH2:30][CH3:31])=[O:37])=[O:6].